Task: Binary Classification. Given a drug SMILES string, predict its activity (active/inactive) in a high-throughput screening assay against a specified biological target.. Dataset: M1 muscarinic receptor antagonist screen with 61,756 compounds (1) The compound is O1C2(CCC(CC2)C)C(=C(C1=O)C)C(=O)NC1CCN(CC1)C(OCC)=O. The result is 0 (inactive). (2) The compound is S(Cc1nc(N(C)C)nc(n1)N)c1n(nnn1)C. The result is 0 (inactive). (3) The molecule is S(=O)(=O)(N1CCCC1)c1ccc(NC(=O)c2ccc(NC(=O)CCCC)cc2)cc1. The result is 0 (inactive). (4) The compound is O1C(CCC1)CN(Cc1c2n(nnn2)c2c(c1)cccc2C)C(=O)c1cccnc1. The result is 0 (inactive).